Dataset: Forward reaction prediction with 1.9M reactions from USPTO patents (1976-2016). Task: Predict the product of the given reaction. (1) Given the reactants [Br-].[CH2:2]([Zn+])[CH:3]([CH3:5])[CH3:4].[CH2:7]([O:14][C:15](=[O:27])[NH:16][CH:17]1[CH2:25][C:24]2[C:19](=[CH:20][CH:21]=[C:22](Br)[CH:23]=2)[CH2:18]1)[C:8]1[CH:13]=[CH:12][CH:11]=[CH:10][CH:9]=1, predict the reaction product. The product is: [CH2:7]([O:14][C:15](=[O:27])[NH:16][C@@H:17]1[CH2:25][C:24]2[C:19](=[CH:20][CH:21]=[C:22]([CH2:2][CH:3]([CH3:5])[CH3:4])[CH:23]=2)[CH2:18]1)[C:8]1[CH:13]=[CH:12][CH:11]=[CH:10][CH:9]=1.[C:15]([O:14][CH2:7][CH3:8])(=[O:27])[CH3:2].[CH3:11][CH2:10][CH2:9][CH:8]([CH3:13])[CH3:7]. (2) Given the reactants Cl.CN(C)CCCN=C=NCC.[F:13][C:14]1[CH:15]=[C:16]([NH:21][CH:22]([C:24]2[CH:25]=[C:26]([C:41](O)=[O:42])[CH:27]=[C:28]3[C:33]=2[O:32][C:31]([N:34]2[CH2:39][CH2:38][O:37][CH2:36][CH2:35]2)=[CH:30][C:29]3=[O:40])[CH3:23])[CH:17]=[C:18]([F:20])[CH:19]=1.[C:44]([Si:48]([C:60]1[CH:65]=[CH:64][CH:63]=[CH:62][CH:61]=1)([C:54]1[CH:59]=[CH:58][CH:57]=[CH:56][CH:55]=1)[O:49][CH2:50][CH2:51][NH:52][CH3:53])([CH3:47])([CH3:46])[CH3:45].OC1C=CC=C[N+]=1[O-], predict the reaction product. The product is: [Si:48]([O:49][CH2:50][CH2:51][N:52]([CH3:53])[C:41]([C:26]1[CH:27]=[C:28]2[C:33](=[C:24]([CH:22]([NH:21][C:16]3[CH:17]=[C:18]([F:20])[CH:19]=[C:14]([F:13])[CH:15]=3)[CH3:23])[CH:25]=1)[O:32][C:31]([N:34]1[CH2:39][CH2:38][O:37][CH2:36][CH2:35]1)=[CH:30][C:29]2=[O:40])=[O:42])([C:44]([CH3:46])([CH3:47])[CH3:45])([C:60]1[CH:61]=[CH:62][CH:63]=[CH:64][CH:65]=1)[C:54]1[CH:55]=[CH:56][CH:57]=[CH:58][CH:59]=1. (3) Given the reactants Cl.[NH2:2][CH2:3][C:4]1[CH:9]=[CH:8][C:7]([N:10]2[C:15]([CH3:16])=[CH:14][C:13]([O:17][CH2:18][C:19]3[CH:24]=[CH:23][C:22]([F:25])=[CH:21][C:20]=3[F:26])=[C:12]([Br:27])[C:11]2=[O:28])=[C:6]([F:29])[CH:5]=1.[C:30](Cl)(=[O:32])[CH3:31].C(N(CC)CC)C.[NH4+].[Cl-], predict the reaction product. The product is: [Br:27][C:12]1[C:11](=[O:28])[N:10]([C:7]2[CH:8]=[CH:9][C:4]([CH2:3][NH:2][C:30](=[O:32])[CH3:31])=[CH:5][C:6]=2[F:29])[C:15]([CH3:16])=[CH:14][C:13]=1[O:17][CH2:18][C:19]1[CH:24]=[CH:23][C:22]([F:25])=[CH:21][C:20]=1[F:26]. (4) The product is: [CH2:19]([O:17][C:16](=[O:18])[CH2:15][C:12]1[CH:11]=[CH:10][C:9]([S:6]([CH3:5])(=[O:7])=[O:8])=[CH:14][CH:13]=1)[CH3:20]. Given the reactants O=S(Cl)Cl.[CH3:5][S:6]([C:9]1[CH:14]=[CH:13][C:12]([CH2:15][C:16]([OH:18])=[O:17])=[CH:11][CH:10]=1)(=[O:8])=[O:7].[CH3:19][CH2:20]O, predict the reaction product. (5) Given the reactants [C:1]([C:4]1[CH:9]=[CH:8][C:7]([CH2:10][CH:11]([NH2:15])[C:12]([OH:14])=[O:13])=[CH:6][C:5]=1[N+:16]([O-])=O)(=[O:3])[CH3:2], predict the reaction product. The product is: [C:1]([C:4]1[CH:9]=[CH:8][C:7]([CH2:10][CH:11]([NH2:15])[C:12]([OH:14])=[O:13])=[CH:6][C:5]=1[NH2:16])(=[O:3])[CH3:2]. (6) Given the reactants [Cl:1][C:2]1[C:19]([Cl:20])=[C:18]([N+:21]([O-])=O)[CH:17]=[CH:16][C:3]=1[O:4][C:5]1[CH:10]=[CH:9][N:8]=[C:7]([NH:11][C:12]([NH:14][CH3:15])=[O:13])[CH:6]=1.C(Cl)Cl.C1COCC1.[H][H], predict the reaction product. The product is: [NH2:21][C:18]1[CH:17]=[CH:16][C:3]([O:4][C:5]2[CH:10]=[CH:9][N:8]=[C:7]([NH:11][C:12]([NH:14][CH3:15])=[O:13])[CH:6]=2)=[C:2]([Cl:1])[C:19]=1[Cl:20]. (7) The product is: [C:30]([C@H:10]1[CH2:9][N:8]([C:23]([O:25][C:26]([CH3:27])([CH3:28])[CH3:29])=[O:24])[C@H:7]([CH2:6][O:5][CH2:4][CH2:3][O:2][CH3:1])[CH2:11]1)#[N:31]. Given the reactants [CH3:1][O:2][CH2:3][CH2:4][O:5][CH2:6][CH:7]1[CH2:11][CH:10](OS(C2C=CC(C)=CC=2)(=O)=O)[CH2:9][N:8]1[C:23]([O:25][C:26]([CH3:29])([CH3:28])[CH3:27])=[O:24].[CH3:30][N:31](C=O)C, predict the reaction product. (8) Given the reactants [F:1][C:2]1[CH:3]=[C:4]([CH2:9][CH2:10][NH:11][C:12]2[N:17]=[C:16]([C:18]3[CH:23]=[CH:22][CH:21]=[C:20]([CH2:24][N:25]4[CH2:30][CH2:29][NH:28][CH2:27][C@@H:26]4[CH2:31][CH3:32])[CH:19]=3)[CH:15]=[CH:14][N:13]=2)[CH:5]=[C:6]([F:8])[CH:7]=1.[CH2:33]=O, predict the reaction product. The product is: [F:8][C:6]1[CH:5]=[C:4]([CH2:9][CH2:10][NH:11][C:12]2[N:17]=[C:16]([C:18]3[CH:23]=[CH:22][CH:21]=[C:20]([CH2:24][N:25]4[CH2:30][CH2:29][N:28]([CH3:33])[CH2:27][CH:26]4[CH2:31][CH3:32])[CH:19]=3)[CH:15]=[CH:14][N:13]=2)[CH:3]=[C:2]([F:1])[CH:7]=1. (9) Given the reactants [NH2:1][C:2]([CH:6]1[CH2:8][CH2:7]1)([CH3:5])[CH2:3][OH:4].C(N(CC)CC)C.Cl[C:17](Cl)([O:19]C(=O)OC(Cl)(Cl)Cl)Cl, predict the reaction product. The product is: [CH:6]1([C:2]2([CH3:5])[CH2:3][O:4][C:17](=[O:19])[NH:1]2)[CH2:8][CH2:7]1.